Predict the product of the given reaction. From a dataset of Forward reaction prediction with 1.9M reactions from USPTO patents (1976-2016). Given the reactants Cl[C:2]1[N:7]=[C:6]([C:8]2[S:12][C:11]([CH:13]3[CH2:18][CH2:17][O:16][CH2:15][CH2:14]3)=[N:10][C:9]=2[C:19]2[C:20]([F:34])=[C:21]([NH:25][S:26]([C:29]3[CH:33]=[CH:32][O:31][CH:30]=3)(=[O:28])=[O:27])[CH:22]=[CH:23][CH:24]=2)[CH:5]=[CH:4][N:3]=1.[OH-].[NH4+:36], predict the reaction product. The product is: [NH2:36][C:2]1[N:7]=[C:6]([C:8]2[S:12][C:11]([CH:13]3[CH2:18][CH2:17][O:16][CH2:15][CH2:14]3)=[N:10][C:9]=2[C:19]2[C:20]([F:34])=[C:21]([NH:25][S:26]([C:29]3[CH:33]=[CH:32][O:31][CH:30]=3)(=[O:28])=[O:27])[CH:22]=[CH:23][CH:24]=2)[CH:5]=[CH:4][N:3]=1.